This data is from Forward reaction prediction with 1.9M reactions from USPTO patents (1976-2016). The task is: Predict the product of the given reaction. (1) Given the reactants [O:1]=[C:2]1[NH:7][CH2:6][CH2:5][N:4]([CH:8]2[CH2:13][CH2:12][CH:11]([O:14][C:15]3[N:16]=[CH:17][N:18]=[C:19]4[C:26]=3[C:25]3[C@@H:24]([CH2:27][C:28]#[N:29])[CH2:23][CH2:22][C:21]=3[S:20]4)[CH2:10][CH2:9]2)[CH2:3]1.[OH:30][Li].O.OO, predict the reaction product. The product is: [O:1]=[C:2]1[NH:7][CH2:6][CH2:5][N:4]([CH:8]2[CH2:9][CH2:10][CH:11]([O:14][C:15]3[N:16]=[CH:17][N:18]=[C:19]4[C:26]=3[C:25]3[C@@H:24]([CH2:27][C:28]([NH2:29])=[O:30])[CH2:23][CH2:22][C:21]=3[S:20]4)[CH2:12][CH2:13]2)[CH2:3]1. (2) Given the reactants [CH2:1]([C:6]1[CH:13]=[CH:12][C:9]([CH2:10][NH2:11])=[CH:8][CH:7]=1)[CH2:2][CH2:3][CH2:4][CH3:5].Cl[CH2:15][C:16]1[CH:24]=[CH:23][C:19]([C:20](Cl)=[O:21])=[CH:18][CH:17]=1.[CH3:25][C:26]([CH3:31])=[CH:27][C:28](Cl)=[O:29].C(O)(=O)C.[NH2:36][CH2:37][C:38]1[CH:50]=[CH:49][C:41]2[O:42]C(C)(C)[O:44][C:45](=[O:46])[C:40]=2[CH:39]=1, predict the reaction product. The product is: [OH:42][C:41]1[CH:49]=[CH:50][C:38]([CH2:37][N:36]([C:28](=[O:29])[CH:27]=[C:26]([CH3:31])[CH3:25])[CH2:15][C:16]2[CH:24]=[CH:23][C:19]([C:20]([NH:11][CH2:10][C:9]3[CH:12]=[CH:13][C:6]([CH2:1][CH2:2][CH2:3][CH2:4][CH3:5])=[CH:7][CH:8]=3)=[O:21])=[CH:18][CH:17]=2)=[CH:39][C:40]=1[C:45]([OH:46])=[O:44]. (3) The product is: [CH2:1]([O:8][C:9]1[C:13](/[CH:14]=[CH:22]/[P:23](=[O:30])([O:27][CH2:28][CH3:29])[O:24][CH2:25][CH3:26])=[CH:12][N:11]([C:16]2[CH:21]=[CH:20][CH:19]=[CH:18][CH:17]=2)[N:10]=1)[C:2]1[CH:7]=[CH:6][CH:5]=[CH:4][CH:3]=1. Given the reactants [CH2:1]([O:8][C:9]1[C:13]([CH:14]=O)=[CH:12][N:11]([C:16]2[CH:21]=[CH:20][CH:19]=[CH:18][CH:17]=2)[N:10]=1)[C:2]1[CH:7]=[CH:6][CH:5]=[CH:4][CH:3]=1.[CH2:22](P(=O)(OCC)OCC)[P:23](=[O:30])([O:27][CH2:28][CH3:29])[O:24][CH2:25][CH3:26].CN(C)C=O.[H-].[Na+], predict the reaction product. (4) Given the reactants C([O:8][C@@H:9]1[CH2:14][CH2:13][CH2:12][CH2:11][C@H:10]1[NH:15][C:16]([C:18]1[N:19]=[C:20]([C:30]2[CH:35]=[CH:34][C:33]([Cl:36])=[CH:32][C:31]=2[Cl:37])[N:21]([C:23]2[CH:28]=[CH:27][C:26]([Cl:29])=[CH:25][CH:24]=2)[CH:22]=1)=[O:17])C1C=CC=CC=1.[Si](I)(C)(C)C, predict the reaction product. The product is: [Cl:29][C:26]1[CH:27]=[CH:28][C:23]([N:21]2[CH:22]=[C:18]([C:16]([NH:15][C@@H:10]3[CH2:11][CH2:12][CH2:13][CH2:14][C@H:9]3[OH:8])=[O:17])[N:19]=[C:20]2[C:30]2[CH:35]=[CH:34][C:33]([Cl:36])=[CH:32][C:31]=2[Cl:37])=[CH:24][CH:25]=1. (5) Given the reactants [NH:1]1[CH2:6][CH2:5][C:4](=[O:7])[CH2:3][CH2:2]1.Cl[CH2:9][CH2:10][S:11]([C:13]1[CH:18]=[CH:17][CH:16]=[CH:15][CH:14]=1)=[O:12], predict the reaction product. The product is: [C:13]1([S:11]([CH2:10][CH2:9][N:1]2[CH2:6][CH2:5][C:4](=[O:7])[CH2:3][CH2:2]2)=[O:12])[CH:18]=[CH:17][CH:16]=[CH:15][CH:14]=1. (6) Given the reactants [F:1][C:2]1[CH:8]=[C:7]([F:9])[CH:6]=[CH:5][C:3]=1[NH2:4].O=[CH:11][C:12]1[CH:20]=[CH:19][C:16]([O:17][CH3:18])=[C:14]([OH:15])[CH:13]=1, predict the reaction product. The product is: [F:1][C:2]1[CH:8]=[C:7]([F:9])[CH:6]=[CH:5][C:3]=1[NH:4][CH2:11][C:12]1[CH:20]=[CH:19][C:16]([O:17][CH3:18])=[C:14]([OH:15])[CH:13]=1. (7) Given the reactants C(OC([N:8]1[CH2:12][C@@H:11]([CH2:13][C:14]2[CH:19]=[CH:18][CH:17]=[CH:16][CH:15]=2)[C@H:10]([CH2:20][N:21]([CH2:29][C:30]2[CH:35]=[CH:34][CH:33]=[C:32]([NH2:36])[CH:31]=2)[C:22]2[CH:27]=[CH:26][C:25]([Cl:28])=[CH:24][CH:23]=2)[CH2:9]1)=O)(C)(C)C, predict the reaction product. The product is: [CH2:13]([C@H:11]1[CH2:12][NH:8][CH2:9][C@@H:10]1[CH2:20][N:21]([C:22]1[CH:27]=[CH:26][C:25]([Cl:28])=[CH:24][CH:23]=1)[CH2:29][C:30]1[CH:35]=[CH:34][CH:33]=[C:32]([NH2:36])[CH:31]=1)[C:14]1[CH:15]=[CH:16][CH:17]=[CH:18][CH:19]=1.